From a dataset of TCR-epitope binding with 47,182 pairs between 192 epitopes and 23,139 TCRs. Binary Classification. Given a T-cell receptor sequence (or CDR3 region) and an epitope sequence, predict whether binding occurs between them. (1) The epitope is YLQPRTFLL. The TCR CDR3 sequence is CASSPDGEQYF. Result: 1 (the TCR binds to the epitope). (2) The epitope is FLYALALLL. The TCR CDR3 sequence is CASSLQGGIDGYTF. Result: 1 (the TCR binds to the epitope).